Predict the product of the given reaction. From a dataset of Forward reaction prediction with 1.9M reactions from USPTO patents (1976-2016). (1) Given the reactants [NH2:1][C:2]1[C:7]([F:8])=[CH:6][C:5]([C:9](=[O:11])[CH3:10])=[CH:4][C:3]=1[F:12].CCN(CC)CC.[CH3:20][S:21](Cl)(=[O:23])=[O:22].[OH-].[Na+], predict the reaction product. The product is: [C:9]([C:5]1[CH:4]=[C:3]([F:12])[C:2]([NH:1][S:21]([CH3:20])(=[O:23])=[O:22])=[C:7]([F:8])[CH:6]=1)(=[O:11])[CH3:10]. (2) Given the reactants Cl[CH2:2][CH2:3][CH2:4][CH2:5][CH2:6][CH2:7][C:8]#[C:9][CH2:10][CH2:11][CH2:12][CH3:13].[I-:14].[K+].[N:16]1[CH:21]=[C:20]([CH3:22])[CH:19]=[C:18]([CH3:23])[CH:17]=1, predict the reaction product. The product is: [I-:14].[CH2:2]([N+:16]1[CH:21]=[C:20]([CH3:22])[CH:19]=[C:18]([CH3:23])[CH:17]=1)[CH2:3][CH2:4][CH2:5][CH2:6][CH2:7][C:8]#[C:9][CH2:10][CH2:11][CH2:12][CH3:13]. (3) Given the reactants [Cl-].[CH3:2][O:3][C:4]1[CH:16]=[CH:15][CH:14]=[CH:13][C:5]=1[CH:6]=[N+:7]1[CH2:12][CH2:11][O:10][CH2:9][CH2:8]1.[Br:17][C:18]1[CH:19]=[C:20]2[C:25](=[CH:26][CH:27]=1)[CH:24]=[C:23]([OH:28])[CH:22]=[CH:21]2, predict the reaction product. The product is: [Br:17][C:18]1[CH:19]=[C:20]2[C:25](=[CH:26][CH:27]=1)[C:24]([CH:6]([C:5]1[CH:13]=[CH:14][CH:15]=[CH:16][C:4]=1[O:3][CH3:2])[N:7]1[CH2:8][CH2:9][O:10][CH2:11][CH2:12]1)=[C:23]([OH:28])[CH:22]=[CH:21]2.